From a dataset of Reaction yield outcomes from USPTO patents with 853,638 reactions. Predict the reaction yield, written as a fraction of the theoretical maximum amount of product (1.0 means a 100% yield; for example, 0.34 means a 34% yield). (1) The reactants are Br[C:2]1[S:6][C:5]2[CH2:7][CH2:8][CH2:9][CH2:10][C:11](=[O:12])[C:4]=2[CH:3]=1.O1CCOCC1.[N:19]1[CH:24]=[CH:23][C:22](B(O)O)=[CH:21][CH:20]=1.C(=O)([O-])[O-].[Cs+].[Cs+].ClCCl. The catalyst is C(OCC)(=O)C.O.C1C=CC(P(C2C=CC=CC=2)[C-]2C=CC=C2)=CC=1.C1C=CC(P(C2C=CC=CC=2)[C-]2C=CC=C2)=CC=1.Cl[Pd]Cl.[Fe+2]. The product is [N:19]1[CH:24]=[CH:23][C:22]([C:2]2[S:6][C:5]3[CH2:7][CH2:8][CH2:9][CH2:10][C:11](=[O:12])[C:4]=3[CH:3]=2)=[CH:21][CH:20]=1. The yield is 0.680. (2) The reactants are [OH:1][C:2]([CH3:35])([CH3:34])[CH2:3][C@@:4]1([C:28]2[CH:33]=[CH:32][CH:31]=[CH:30][CH:29]=2)[O:9][C:8](=[O:10])[N:7]([C@H:11]([C:13]2[CH:18]=[CH:17][C:16](B3OC(C)(C)C(C)(C)O3)=[CH:15][CH:14]=2)[CH3:12])[CH2:6][CH2:5]1.[OH:36][CH2:37][CH2:38][N:39]1[CH:44]=[CH:43][C:42](I)=[CH:41][C:40]1=[O:46].C([O-])([O-])=O.[Cs+].[Cs+]. The catalyst is O1CCOCC1.Cl[Pd](Cl)([P](C1C=CC=CC=1)(C1C=CC=CC=1)C1C=CC=CC=1)[P](C1C=CC=CC=1)(C1C=CC=CC=1)C1C=CC=CC=1. The product is [OH:1][C:2]([CH3:34])([CH3:35])[CH2:3][C@@:4]1([C:28]2[CH:33]=[CH:32][CH:31]=[CH:30][CH:29]=2)[O:9][C:8](=[O:10])[N:7]([C@H:11]([C:13]2[CH:18]=[CH:17][C:16]([C:42]3[CH:43]=[CH:44][N:39]([CH2:38][CH2:37][OH:36])[C:40](=[O:46])[CH:41]=3)=[CH:15][CH:14]=2)[CH3:12])[CH2:6][CH2:5]1. The yield is 0.280. (3) The reactants are [OH:1][C:2]1[CH:7]=[CH:6][C:5]([C:8]2([C:19]3[CH:24]=[CH:23][C:22]([OH:25])=[CH:21][CH:20]=3)[C:16]3[C:11](=[C:12](I)[CH:13]=[CH:14][CH:15]=3)[NH:10][C:9]2=[O:18])=[CH:4][CH:3]=1.[CH3:26][N:27](C=O)C. The catalyst is [C-]#N.[Zn+2].[C-]#N.C1C=CC([P]([Pd]([P](C2C=CC=CC=2)(C2C=CC=CC=2)C2C=CC=CC=2)([P](C2C=CC=CC=2)(C2C=CC=CC=2)C2C=CC=CC=2)[P](C2C=CC=CC=2)(C2C=CC=CC=2)C2C=CC=CC=2)(C2C=CC=CC=2)C2C=CC=CC=2)=CC=1. The product is [OH:1][C:2]1[CH:7]=[CH:6][C:5]([C:8]2([C:19]3[CH:24]=[CH:23][C:22]([OH:25])=[CH:21][CH:20]=3)[C:16]3[C:11](=[C:12]([C:26]#[N:27])[CH:13]=[CH:14][CH:15]=3)[NH:10][C:9]2=[O:18])=[CH:4][CH:3]=1. The yield is 0.0500. (4) The reactants are [CH2:1]([C:3]1[CH:8]=[CH:7][C:6]([C:9]2[C:14]([F:15])=[C:13]([F:16])[C:12]([O:17]COCCOC)=[C:11]([CH:24]=O)[CH:10]=2)=[CH:5][CH:4]=1)[CH3:2].[OH-].[Na+].O.[CH3:29][C:30]([CH3:32])=[O:31]. No catalyst specified. The product is [CH2:1]([C:3]1[CH:4]=[CH:5][C:6]([C:9]2[C:14]([F:15])=[C:13]([F:16])[C:12]([OH:17])=[C:11]([CH:24]=[CH:29][C:30](=[O:31])[CH3:32])[CH:10]=2)=[CH:7][CH:8]=1)[CH3:2]. The yield is 0.920.